Dataset: CYP2C19 inhibition data for predicting drug metabolism from PubChem BioAssay. Task: Regression/Classification. Given a drug SMILES string, predict its absorption, distribution, metabolism, or excretion properties. Task type varies by dataset: regression for continuous measurements (e.g., permeability, clearance, half-life) or binary classification for categorical outcomes (e.g., BBB penetration, CYP inhibition). Dataset: cyp2c19_veith. The molecule is COc1ccccc1CN1CCCC2(CCNCC2)C1. The result is 0 (non-inhibitor).